From a dataset of Forward reaction prediction with 1.9M reactions from USPTO patents (1976-2016). Predict the product of the given reaction. (1) Given the reactants [NH2:1][C:2]1[C:3]([NH:12]C(OC(C)(C)C)=O)=[C:4]([CH:9]=[CH:10][CH:11]=1)[C:5]([O:7][CH3:8])=[O:6], predict the reaction product. The product is: [NH2:12][C:3]1[C:2]([NH2:1])=[CH:11][CH:10]=[CH:9][C:4]=1[C:5]([O:7][CH3:8])=[O:6]. (2) Given the reactants [Na].[CH3:2][O:3][C:4]1[CH:9]=[CH:8][C:7]([CH2:10][SH:11])=[CH:6][CH:5]=1.C(O)C.Cl[CH2:16][CH2:17][O:18][CH2:19][CH2:20][O:21][CH2:22][CH2:23][O:24][CH2:25][CH2:26][OH:27].C(=O)([O-])[O-].[NH4+].[NH4+], predict the reaction product. The product is: [CH3:2][O:3][C:4]1[CH:9]=[CH:8][C:7]([CH2:10][S:11][CH2:16][CH2:17][O:18][CH2:19][CH2:20][O:21][CH2:22][CH2:23][O:24][CH2:25][CH2:26][OH:27])=[CH:6][CH:5]=1. (3) Given the reactants C(OC([N:11]1[CH2:15][CH2:14][CH2:13][C@H:12]1[C:16]1[NH:20][N:19]=[N:18][N:17]=1)=O)C1C=CC=CC=1, predict the reaction product. The product is: [NH:11]1[CH2:15][CH2:14][CH2:13][C@H:12]1[C:16]1[NH:20][N:19]=[N:18][N:17]=1. (4) Given the reactants [C:1]1(/[CH:7]=[CH:8]/[C:9]2[NH:13][N:12]=[C:11]([C:14]3[CH:19]=[CH:18][C:17]([C:20]([F:23])([F:22])[F:21])=[CH:16][CH:15]=3)[CH:10]=2)[CH:6]=[CH:5][CH:4]=[CH:3][CH:2]=1, predict the reaction product. The product is: [C:1]1([CH2:7][CH2:8][C:9]2[NH:13][N:12]=[C:11]([C:14]3[CH:15]=[CH:16][C:17]([C:20]([F:23])([F:22])[F:21])=[CH:18][CH:19]=3)[CH:10]=2)[CH:6]=[CH:5][CH:4]=[CH:3][CH:2]=1. (5) Given the reactants [CH3:1][C:2]1[N:3]=[C:4]2[C:13]3[NH:12][C@H:11]([C:14]4[CH:19]=[CH:18][CH:17]=[CH:16][CH:15]=4)[C@@H:10](O)[C:9](=[O:21])[C:8]=3[CH:7]=[CH:6][N:5]2[C:22]=1[CH3:23].[C:24](Cl)(=[O:26])[CH3:25].C(N([CH2:33][CH3:34])CC)C.C(=O)([O-])[OH:36].[Na+], predict the reaction product. The product is: [C:24]([C@@H:10]1[C:9](=[O:21])[C:8]2[CH:7]=[CH:6][N:5]3[C:22]([CH3:23])=[C:2]([CH3:1])[N:3]=[C:4]3[C:13]=2[N:12]([C:33](=[O:36])[CH3:34])[C@H:11]1[C:14]1[CH:15]=[CH:16][CH:17]=[CH:18][CH:19]=1)(=[O:26])[CH3:25]. (6) Given the reactants Br[C:2]1[CH:32]=[CH:31][C:5]([O:6][C:7]2[CH:12]=[CH:11][C:10]([C:13]3([N:22]4[CH2:27][CH2:26][N:25]([CH2:28][CH2:29][OH:30])[CH2:24][CH2:23]4)[C:18](=[O:19])[NH:17][C:16](=[O:20])[NH:15][C:14]3=[O:21])=[CH:9][CH:8]=2)=[CH:4][CH:3]=1.BrC1(C2C=CC(OC3C=CC(Br)=CC=3)=CC=2)[C:39](=[O:40])NC(=O)NC1=O.BrC1(C2C=CC(OC3C=CC(OC)=CC=3)=CC=2)C(=O)NC(=O)NC1=O, predict the reaction product. The product is: [OH:30][CH2:29][CH2:28][N:25]1[CH2:26][CH2:27][N:22]([C:13]2([C:10]3[CH:11]=[CH:12][C:7]([O:6][C:5]4[CH:31]=[CH:32][C:2]([O:40][CH3:39])=[CH:3][CH:4]=4)=[CH:8][CH:9]=3)[C:18](=[O:19])[NH:17][C:16](=[O:20])[NH:15][C:14]2=[O:21])[CH2:23][CH2:24]1. (7) The product is: [S:35]1[CH:36]=[C:32]([CH2:31][N:21]([C@@H:22]([CH3:30])[CH:23]([O:24][CH2:25][CH3:26])[O:27][CH2:28][CH3:29])[C:19](=[O:20])[C@@H:18]([NH:17][C:13](=[O:15])[CH2:12][O:11][NH:10][C:9]([NH:8][CH2:1][C:2]2[CH:3]=[CH:4][CH:5]=[CH:6][CH:7]=2)=[O:16])[CH2:41][C:42]2[CH:43]=[CH:44][C:45]([O:48][C:49]([CH3:50])([CH3:52])[CH3:51])=[CH:46][CH:47]=2)[C:33]2[CH:40]=[CH:39][CH:38]=[CH:37][C:34]1=2. Given the reactants [CH2:1]([NH:8][C:9](=[O:16])[NH:10][O:11][CH2:12][C:13]([OH:15])=O)[C:2]1[CH:7]=[CH:6][CH:5]=[CH:4][CH:3]=1.[NH2:17][C@@H:18]([CH2:41][C:42]1[CH:47]=[CH:46][C:45]([O:48][C:49]([CH3:52])([CH3:51])[CH3:50])=[CH:44][CH:43]=1)[C:19]([N:21]([CH2:31][C:32]1[C:33]2[CH:40]=[CH:39][CH:38]=[CH:37][C:34]=2[S:35][CH:36]=1)[C@@H:22]([CH3:30])[CH:23]([O:27][CH2:28][CH3:29])[O:24][CH2:25][CH3:26])=[O:20], predict the reaction product.